Dataset: Reaction yield outcomes from USPTO patents with 853,638 reactions. Task: Predict the reaction yield, written as a fraction of the theoretical maximum amount of product (1.0 means a 100% yield; for example, 0.34 means a 34% yield). (1) The reactants are [OH:1][C:2]1[CH:3]=[CH:4][C:5]2[C:9]([O:10][C:11]3[CH:16]=[CH:15][C:14]([O:17][CH2:18][CH2:19][N:20]4[CH2:25][CH2:24][CH2:23][CH2:22][CH2:21]4)=[CH:13][CH:12]=3)=[C:8]([C:26]3[CH:31]=[CH:30][C:29]([C:32]([C:34]4[CH:39]=[CH:38][CH:37]=[CH:36][CH:35]=4)=[O:33])=[CH:28][CH:27]=3)[S:7][C:6]=2[CH:40]=1.[ClH:41]. The catalyst is C(Cl)Cl. The product is [ClH:41].[OH:1][C:2]1[CH:3]=[CH:4][C:5]2[C:9]([O:10][C:11]3[CH:16]=[CH:15][C:14]([O:17][CH2:18][CH2:19][N:20]4[CH2:21][CH2:22][CH2:23][CH2:24][CH2:25]4)=[CH:13][CH:12]=3)=[C:8]([C:26]3[CH:31]=[CH:30][C:29]([C:32]([C:34]4[CH:39]=[CH:38][CH:37]=[CH:36][CH:35]=4)=[O:33])=[CH:28][CH:27]=3)[S:7][C:6]=2[CH:40]=1. The yield is 0.960. (2) The reactants are [Br:1][C:2]1[C:3]([OH:10])=[C:4]([CH:7]=[CH:8][CH:9]=1)[CH:5]=O.CC1(C)O[C:17](=[O:18])[CH2:16][C:14](=[O:15])[O:13]1. The catalyst is O. The product is [Br:1][C:2]1[CH:9]=[CH:8][CH:7]=[C:4]2[C:3]=1[O:10][C:17](=[O:18])[C:16]([C:14]([OH:15])=[O:13])=[CH:5]2. The yield is 0.730. (3) The catalyst is C1(C)C=CC=CC=1.CCCCCC. The reactants are CO[C:3](=[O:17])[C:4]1[C:9]([C:10]([F:13])([F:12])[F:11])=[CH:8][C:7]([F:14])=[CH:6][C:5]=1[CH2:15]Br.[F:18][C:19]([F:29])([F:28])[C:20]1[CH:27]=[CH:26][C:23]([CH2:24][NH2:25])=[CH:22][CH:21]=1.C([O-])([O-])=O.[K+].[K+].C(OCC)(=O)C. The yield is 0.330. The product is [F:14][C:7]1[CH:6]=[C:5]2[C:4](=[C:9]([C:10]([F:11])([F:12])[F:13])[CH:8]=1)[C:3](=[O:17])[N:25]([CH2:24][C:23]1[CH:22]=[CH:21][C:20]([C:19]([F:18])([F:28])[F:29])=[CH:27][CH:26]=1)[CH2:15]2.